From a dataset of Forward reaction prediction with 1.9M reactions from USPTO patents (1976-2016). Predict the product of the given reaction. (1) Given the reactants [F:1][C:2]([F:14])([F:13])[C:3]([NH:5][C:6]1[CH:11]=[CH:10][CH:9]=[C:8](I)[CH:7]=1)=[O:4].[CH2:15]=[C:16]1[CH2:20][CH2:19][O:18][C:17]1=[O:21].CC([O-])=O.[K+], predict the reaction product. The product is: [F:1][C:2]([F:14])([F:13])[C:3]([NH:5][C:6]1[CH:11]=[CH:10][CH:9]=[C:8](/[CH:15]=[C:16]2\[C:17](=[O:21])[O:18][CH2:19][CH2:20]\2)[CH:7]=1)=[O:4]. (2) Given the reactants Cl.Cl.[C:3]1([CH:9]2[C:14]3[N:15]=[C:16]([NH:18][CH:19]4[CH2:24][CH2:23][NH:22][CH2:21][CH2:20]4)[S:17][C:13]=3[CH2:12][CH2:11][CH2:10]2)[CH:8]=[CH:7][CH:6]=[CH:5][CH:4]=1.C(N(CC)C(C)C)(C)C.Cl[C:35]1[CH:40]=[C:39]([CH3:41])[N:38]=[CH:37][N:36]=1.CN1CCCC1=O, predict the reaction product. The product is: [CH3:41][C:39]1[N:38]=[CH:37][N:36]=[C:35]([N:22]2[CH2:21][CH2:20][CH:19]([NH:18][C:16]3[S:17][C:13]4[CH2:12][CH2:11][CH2:10][CH:9]([C:3]5[CH:8]=[CH:7][CH:6]=[CH:5][CH:4]=5)[C:14]=4[N:15]=3)[CH2:24][CH2:23]2)[CH:40]=1.